Dataset: Reaction yield outcomes from USPTO patents with 853,638 reactions. Task: Predict the reaction yield, written as a fraction of the theoretical maximum amount of product (1.0 means a 100% yield; for example, 0.34 means a 34% yield). (1) The yield is 0.850. The reactants are Br[C:2]1[CH:7]=[CH:6][C:5]([N:8]([C:16]2[CH:21]=[CH:20][C:19](Br)=[CH:18][CH:17]=2)[C:9]2[CH:14]=[CH:13][C:12](Br)=[CH:11][CH:10]=2)=[CH:4][CH:3]=1.C([Sn](CCCC)(CCCC)[C:28]1[S:29][CH:30]=[CH:31][CH:32]=1)CCC. The catalyst is C1(C)C=CC=CC=1.C1C=CC([P]([Pd]([P](C2C=CC=CC=2)(C2C=CC=CC=2)C2C=CC=CC=2)([P](C2C=CC=CC=2)(C2C=CC=CC=2)C2C=CC=CC=2)[P](C2C=CC=CC=2)(C2C=CC=CC=2)C2C=CC=CC=2)(C2C=CC=CC=2)C2C=CC=CC=2)=CC=1. The product is [S:29]1[CH:30]=[CH:31][CH:32]=[C:28]1[C:2]1[CH:7]=[CH:6][C:5]([N:8]([C:16]2[CH:21]=[CH:20][C:19]([C:30]3[S:29][CH:28]=[CH:32][CH:31]=3)=[CH:18][CH:17]=2)[C:9]2[CH:14]=[CH:13][C:12]([C:28]3[S:29][CH:30]=[CH:31][CH:32]=3)=[CH:11][CH:10]=2)=[CH:4][CH:3]=1. (2) The reactants are [N+:1]([C:4]1[CH:9]=[CH:8][C:7]([C@@H:10]([CH3:19])[CH2:11][NH:12][S:13]([CH:16]([CH3:18])[CH3:17])(=[O:15])=[O:14])=[CH:6][CH:5]=1)([O-])=O.C(N(CC)CC)C.[F:27][C:28]1[CH:29]=[C:30]([CH:34]=[C:35]([F:37])[CH:36]=1)[C:31](Cl)=[O:32]. The catalyst is C(Cl)Cl. The product is [CH3:19][C@H:10]([C:7]1[CH:8]=[CH:9][C:4]([NH:1][C:31]([C:30]2[CH:29]=[C:28]([F:27])[CH:36]=[C:35]([F:37])[CH:34]=2)=[O:32])=[CH:5][CH:6]=1)[CH2:11][NH:12][S:13]([CH:16]([CH3:18])[CH3:17])(=[O:15])=[O:14]. The yield is 0.809. (3) The reactants are [C:1]([NH:4][C:5]1[CH:10]=[C:9]([Sn](C)(C)C)[N:8]=[C:7]([C:15]([O:17][CH3:18])=[O:16])[C:6]=1[Cl:19])(=[O:3])[CH3:2].[Cl:20][C:21]1[C:26](I)=[CH:25][CH:24]=[C:23]([Cl:28])[N:22]=1.[F-].[Cs+]. The catalyst is CN(C=O)C.C(Cl)Cl.[Cu]I.Cl[Pd](Cl)([P](C1C=CC=CC=1)(C1C=CC=CC=1)C1C=CC=CC=1)[P](C1C=CC=CC=1)(C1C=CC=CC=1)C1C=CC=CC=1. The product is [C:1]([NH:4][C:5]1[C:6]([Cl:19])=[C:7]([C:15]([O:17][CH3:18])=[O:16])[N:8]=[C:9]([C:26]2[C:21]([Cl:20])=[N:22][C:23]([Cl:28])=[CH:24][CH:25]=2)[CH:10]=1)(=[O:3])[CH3:2]. The yield is 0.950. (4) The reactants are C([O:7][CH2:8][C@H:9]([C:15]1[C:24]([CH3:25])=[CH:23][C:18]2[N:19]=[C:20](Br)[S:21][C:17]=2[C:16]=1[C:26]1[CH:31]=[CH:30][C:29]([Cl:32])=[CH:28][CH:27]=1)[O:10][C:11]([CH3:14])([CH3:13])[CH3:12])(=O)C(C)(C)C.[Br:33][C:34]1[CH:35]=[C:36](B(O)O)[CH:37]=[CH:38][CH:39]=1.CO.[OH-].[Na+]. The catalyst is O1CCOCC1. The product is [Br:33][C:34]1[CH:35]=[C:36]([C:20]2[S:21][C:17]3[C:16]([C:26]4[CH:27]=[CH:28][C:29]([Cl:32])=[CH:30][CH:31]=4)=[C:15]([C@H:9]([O:10][C:11]([CH3:13])([CH3:12])[CH3:14])[CH2:8][OH:7])[C:24]([CH3:25])=[CH:23][C:18]=3[N:19]=2)[CH:37]=[CH:38][CH:39]=1. The yield is 0.360. (5) The reactants are [Br:1][C:2]1[CH:6]=[N:5][N:4]([CH3:7])[C:3]=1[C:8]1[CH:9]=[C:10]([NH2:23])[CH:11]=[CH:12][C:13]=1[O:14][CH2:15][CH2:16][C:17]1[CH:22]=[CH:21][CH:20]=[CH:19][CH:18]=1.[Cl:24][C:25]1[CH:30]=[CH:29][C:28]([N:31]=[C:32]=[O:33])=[CH:27][CH:26]=1. The catalyst is C(Cl)Cl. The product is [Br:1][C:2]1[CH:6]=[N:5][N:4]([CH3:7])[C:3]=1[C:8]1[CH:9]=[C:10]([NH:23][C:32]([NH:31][C:28]2[CH:29]=[CH:30][C:25]([Cl:24])=[CH:26][CH:27]=2)=[O:33])[CH:11]=[CH:12][C:13]=1[O:14][CH2:15][CH2:16][C:17]1[CH:18]=[CH:19][CH:20]=[CH:21][CH:22]=1. The yield is 0.660. (6) The reactants are [Cl:1][C:2]1[CH:7]=[CH:6][CH:5]=[CH:4][C:3]=1[C:8]([N:10]=[C:11]=[S:12])=[O:9].[CH3:13][O:14][C:15]1[CH:16]=[C:17]2[C:22](=[CH:23][C:24]=1[O:25][CH3:26])[N:21]=[CH:20][CH:19]=[C:18]2[O:27][C:28]1[CH:34]=[CH:33][C:31]([NH2:32])=[C:30]([CH3:35])[CH:29]=1.C1(C)C=CC=CC=1. The catalyst is C(O)C. The product is [Cl:1][C:2]1[CH:7]=[CH:6][CH:5]=[CH:4][C:3]=1[C:8]([NH:10][C:11]([NH:32][C:31]1[CH:33]=[CH:34][C:28]([O:27][C:18]2[C:17]3[C:22](=[CH:23][C:24]([O:25][CH3:26])=[C:15]([O:14][CH3:13])[CH:16]=3)[N:21]=[CH:20][CH:19]=2)=[CH:29][C:30]=1[CH3:35])=[S:12])=[O:9]. The yield is 0.570. (7) The reactants are [O:1]=[C:2]1[CH2:6][CH2:5][CH2:4][CH:3]1[C:7]([O:9][CH3:10])=[O:8].[CH2:11](O)[CH:12]=C. The catalyst is C1(C)C=CC=CC=1.[Zn]. The product is [O:1]=[C:2]1[CH2:6][CH2:5][CH2:4][CH:3]1[C:7]([O:9][CH2:10][CH:11]=[CH2:12])=[O:8]. The yield is 0.990.